Dataset: Catalyst prediction with 721,799 reactions and 888 catalyst types from USPTO. Task: Predict which catalyst facilitates the given reaction. (1) Reactant: [CH:1]1([CH2:6][C@@H:7]([C:12]([N:14]2[CH:18]([C:19]([N:21]3[CH2:26][CH2:25][O:24][CH2:23][CH2:22]3)=[O:20])[CH2:17][CH:16]=[N:15]2)=[O:13])[CH2:8][C:9](O)=[O:10])[CH2:5][CH2:4][CH2:3][CH2:2]1.[C:27]1([CH2:33][O:34][NH2:35])[CH:32]=[CH:31][CH:30]=[CH:29][CH:28]=1.CN1CCOCC1.N1C2C(=NC=CC=2)N(O)N=1.Cl.CN(C)CCCN=C=NCC. Product: [CH:1]1([CH2:6][C@@H:7]([C:12]([N:14]2[C@H:18]([C:19]([N:21]3[CH2:26][CH2:25][O:24][CH2:23][CH2:22]3)=[O:20])[CH2:17][CH:16]=[N:15]2)=[O:13])[CH2:8][C:9]([NH:35][O:34][CH2:33][C:27]2[CH:32]=[CH:31][CH:30]=[CH:29][CH:28]=2)=[O:10])[CH2:5][CH2:4][CH2:3][CH2:2]1. The catalyst class is: 4. (2) Reactant: [CH3:1][O:2][C:3]1[CH:8]=[CH:7][CH:6]=[C:5]([O:9][CH3:10])[C:4]=1[CH:11]1[N:15]([CH2:16][C:17]2[CH:22]=[CH:21][C:20]([O:23][C:24]([F:27])([F:26])[F:25])=[CH:19][CH:18]=2)[C:14](=[O:28])[CH:13](O)[CH2:12]1.O=S(Cl)[Cl:32].N1C=CC=CC=1. Product: [Cl:32][CH:13]1[CH2:12][CH:11]([C:4]2[C:3]([O:2][CH3:1])=[CH:8][CH:7]=[CH:6][C:5]=2[O:9][CH3:10])[N:15]([CH2:16][C:17]2[CH:22]=[CH:21][C:20]([O:23][C:24]([F:27])([F:26])[F:25])=[CH:19][CH:18]=2)[C:14]1=[O:28]. The catalyst class is: 12.